Dataset: Full USPTO retrosynthesis dataset with 1.9M reactions from patents (1976-2016). Task: Predict the reactants needed to synthesize the given product. (1) Given the product [OH:18][C@:19]1([C:47]([F:49])([F:48])[F:50])[CH2:35][C:24]2[N:25]([CH3:34])[N:26]=[C:27]([C:28]3[CH:33]=[CH:32][CH:31]=[CH:30][N:29]=3)[C:23]=2[C@@H:22]([C:36]2[CH:45]=[CH:44][C:39]([C:40]([NH:58][C:57]3[C:52]([CH3:51])=[N:53][CH:54]=[CH:55][CH:56]=3)=[O:42])=[CH:38][C:37]=2[CH3:46])[CH2:21][CH2:20]1, predict the reactants needed to synthesize it. The reactants are: C[Si]([N-][Si](C)(C)C)(C)C.[Li+].C1(C)C=CC=CC=1.[OH:18][C@:19]1([C:47]([F:50])([F:49])[F:48])[CH2:35][C:24]2[N:25]([CH3:34])[N:26]=[C:27]([C:28]3[CH:33]=[CH:32][CH:31]=[CH:30][N:29]=3)[C:23]=2[C@@H:22]([C:36]2[CH:45]=[CH:44][C:39]([C:40]([O:42]C)=O)=[CH:38][C:37]=2[CH3:46])[CH2:21][CH2:20]1.[CH3:51][C:52]1[C:57]([NH2:58])=[CH:56][CH:55]=[CH:54][N:53]=1. (2) Given the product [NH2:15][C@H:7]1[C:8]2[C:13](=[CH:12][CH:11]=[CH:10][CH:9]=2)[N:4]([C:1](=[O:3])[CH3:2])[C@@H:5]([CH:27]2[CH2:29][CH2:28]2)[C@@H:6]1[CH3:26], predict the reactants needed to synthesize it. The reactants are: [C:1]([N:4]1[C:13]2[C:8](=[CH:9][C:10](Br)=[CH:11][CH:12]=2)[C@H:7]([NH:15]C(=O)OCC2C=CC=CC=2)[C@@H:6]([CH3:26])[C@@H:5]1[CH:27]1[CH2:29][CH2:28]1)(=[O:3])[CH3:2].C([O-])=O.[NH4+].C(O)C. (3) Given the product [Br:1][C:2]1[CH:3]=[C:4]2[C:9](=[CH:10][CH:11]=1)[N:8]=[CH:7][C:6]([N+:12]([O-:14])=[O:13])=[C:5]2[NH:17][CH3:16], predict the reactants needed to synthesize it. The reactants are: [Br:1][C:2]1[CH:3]=[C:4]2[C:9](=[CH:10][CH:11]=1)[N:8]=[CH:7][C:6]([N+:12]([O-:14])=[O:13])=[C:5]2Cl.[CH3:16][NH2:17]. (4) Given the product [Cl:3][C:4]1[CH:5]=[CH:6][C:7]([N:10]2[CH2:15][CH2:14][N:13]([S:17]([C:20]3[CH:21]=[C:22]([CH:26]=[CH:27][CH:28]=3)[C:23]([OH:25])=[O:24])(=[O:19])=[O:18])[CH2:12][CH2:11]2)=[CH:8][CH:9]=1, predict the reactants needed to synthesize it. The reactants are: Cl.Cl.[Cl:3][C:4]1[CH:9]=[CH:8][C:7]([N:10]2[CH2:15][CH2:14][NH:13][CH2:12][CH2:11]2)=[CH:6][CH:5]=1.Cl[S:17]([C:20]1[CH:21]=[C:22]([CH:26]=[CH:27][CH:28]=1)[C:23]([OH:25])=[O:24])(=[O:19])=[O:18].C(N(C(C)C)CC)(C)C. (5) Given the product [OH:1][CH2:2][C:3]1([CH:6]([NH:16][C@H:14]([C:8]2[CH:13]=[CH:12][CH:11]=[CH:10][CH:9]=2)[CH3:15])[C:17]#[N:18])[CH2:5][CH2:4]1, predict the reactants needed to synthesize it. The reactants are: [OH:1][CH2:2][C:3]1([CH:6]=O)[CH2:5][CH2:4]1.[C:8]1([C@@H:14]([NH2:16])[CH3:15])[CH:13]=[CH:12][CH:11]=[CH:10][CH:9]=1.[C-:17]#[N:18].[K+].S(=O)(O)[O-].[Na+].C(=O)(O)[O-].[Na+].